The task is: Predict the reactants needed to synthesize the given product.. This data is from Full USPTO retrosynthesis dataset with 1.9M reactions from patents (1976-2016). (1) Given the product [CH2:33]([N:35]([CH2:39][CH3:40])[CH2:36][CH2:37][NH:38][C:29]([C:28]1[CH:27]=[C:26]([CH3:32])[NH:25][C:24]=1/[CH:23]=[C:16]1\[C:17](=[O:22])[NH:18][C:19]2[C:15]\1=[CH:14][C:13]([S:10]([CH2:9][C:3]1[C:2]([Cl:1])=[CH:7][CH:6]=[CH:5][C:4]=1[Cl:8])(=[O:12])=[O:11])=[CH:21][CH:20]=2)=[O:31])[CH3:34], predict the reactants needed to synthesize it. The reactants are: [Cl:1][C:2]1[CH:7]=[CH:6][CH:5]=[C:4]([Cl:8])[C:3]=1[CH2:9][S:10]([C:13]1[CH:14]=[C:15]2[C:19](=[CH:20][CH:21]=1)[NH:18][C:17](=[O:22])/[C:16]/2=[CH:23]\[C:24]1[NH:25][C:26]([CH3:32])=[CH:27][C:28]=1[C:29]([OH:31])=O)(=[O:12])=[O:11].[CH2:33]([N:35]([CH2:39][CH3:40])[CH2:36][CH2:37][NH2:38])[CH3:34]. (2) Given the product [CH:1]([C:3]1[CH:4]=[CH:5][C:6]([O:13][S:23]([C:26]([F:29])([F:28])[F:27])(=[O:25])=[O:24])=[C:7]([CH:12]=1)[C:8]([O:10][CH3:11])=[O:9])=[O:2], predict the reactants needed to synthesize it. The reactants are: [CH:1]([C:3]1[CH:4]=[CH:5][C:6]([OH:13])=[C:7]([CH:12]=1)[C:8]([O:10][CH3:11])=[O:9])=[O:2].[H-].[Na+].C1C=CC(N([S:23]([C:26]([F:29])([F:28])[F:27])(=[O:25])=[O:24])[S:23]([C:26]([F:29])([F:28])[F:27])(=[O:25])=[O:24])=CC=1.O. (3) Given the product [NH2:14][CH2:2][CH2:3][CH2:4][CH2:5][CH2:6][CH2:7][CH2:8][CH2:9][CH2:10][CH2:11][CH2:12][OH:13], predict the reactants needed to synthesize it. The reactants are: Br[CH2:2][CH2:3][CH2:4][CH2:5][CH2:6][CH2:7][CH2:8][CH2:9][CH2:10][CH2:11][CH2:12][OH:13].[N-:14]=[N+]=[N-].[Na+]. (4) Given the product [CH3:1][S:2][C:3]1[CH:8]=[CH:7][C:6]([C:13]2[CH:17]=[CH:16][S:15][CH:14]=2)=[CH:5][CH:4]=1, predict the reactants needed to synthesize it. The reactants are: [CH3:1][S:2][C:3]1[CH:8]=[CH:7][C:6](B(O)O)=[CH:5][CH:4]=1.Br[C:13]1[CH:17]=[CH:16][S:15][CH:14]=1.